Dataset: Peptide-MHC class II binding affinity with 134,281 pairs from IEDB. Task: Regression. Given a peptide amino acid sequence and an MHC pseudo amino acid sequence, predict their binding affinity value. This is MHC class II binding data. (1) The peptide sequence is KTVSEGAVDIINKWQ. The MHC is DRB4_0101 with pseudo-sequence DRB4_0103. The binding affinity (normalized) is 0.570. (2) The peptide sequence is INEITAAAIAYGLDR. The MHC is HLA-DQA10401-DQB10402 with pseudo-sequence HLA-DQA10401-DQB10402. The binding affinity (normalized) is 0.543. (3) The peptide sequence is DAYVATLTEALRVIA. The MHC is HLA-DPA10201-DPB10501 with pseudo-sequence HLA-DPA10201-DPB10501. The binding affinity (normalized) is 0.600.